This data is from Peptide-MHC class II binding affinity with 134,281 pairs from IEDB. The task is: Regression. Given a peptide amino acid sequence and an MHC pseudo amino acid sequence, predict their binding affinity value. This is MHC class II binding data. (1) The peptide sequence is KTKGRYNLDPDSIDF. The MHC is DRB1_0101 with pseudo-sequence DRB1_0101. The binding affinity (normalized) is 0.404. (2) The peptide sequence is FKLLQNSQVYSLIRP. The MHC is DRB1_1501 with pseudo-sequence DRB1_1501. The binding affinity (normalized) is 0.147. (3) The peptide sequence is KLVLDIKYTRPGDSL. The MHC is DRB1_0401 with pseudo-sequence DRB1_0401. The binding affinity (normalized) is 0.200. (4) The peptide sequence is EEPIAAYHFDLSGKAFGAMA. The MHC is DRB1_0401 with pseudo-sequence DRB1_0401. The binding affinity (normalized) is 0.379. (5) The peptide sequence is SGVAATESAYLAYRN. The MHC is DRB5_0101 with pseudo-sequence DRB5_0101. The binding affinity (normalized) is 0.407. (6) The peptide sequence is EKKYFFATQFEPLAA. The MHC is DRB1_1001 with pseudo-sequence DRB1_1001. The binding affinity (normalized) is 0.685. (7) The peptide sequence is NKICTSKGDSARVTV. The MHC is DRB1_0301 with pseudo-sequence DRB1_0301. The binding affinity (normalized) is 0.140. (8) The binding affinity (normalized) is 0.458. The peptide sequence is VNKYLKVVFIPNYNV. The MHC is DRB1_0101 with pseudo-sequence DRB1_0101.